Predict the product of the given reaction. From a dataset of Forward reaction prediction with 1.9M reactions from USPTO patents (1976-2016). (1) Given the reactants C([O:3][C:4]([C:6]1[CH:7]=[C:8]([C:12]2[C:13]([C:18]3[CH:23]=[C:22]([F:24])[CH:21]=[CH:20][C:19]=3[O:25]C)=[CH:14][CH:15]=[CH:16][CH:17]=2)[CH:9]=[CH:10][CH:11]=1)=[O:5])C.B(Br)(Br)Br, predict the reaction product. The product is: [OH:25][C:19]1[CH:20]=[CH:21][C:22]([F:24])=[CH:23][C:18]=1[C:13]1[C:12]([C:8]2[CH:9]=[CH:10][CH:11]=[C:6]([C:4]([OH:5])=[O:3])[CH:7]=2)=[CH:17][CH:16]=[CH:15][CH:14]=1. (2) The product is: [CH2:1]([O:3][C:4]([C:6]1[CH:7]=[CH:8][C:9]2[N:10]([C:12]([CH2:15][C:17]3[CH:18]=[C:19]4[C:23](=[CH:24][C:25]=3[F:26])[N:22]([CH3:27])[N:21]=[CH:20]4)=[CH:13][N:14]=2)[N:11]=1)=[CH2:5])[CH3:2]. Given the reactants [CH2:1]([O:3][C:4]([C:6]1[CH:7]=[CH:8][C:9]2[N:10]([C:12]([CH:15]([C:17]3[CH:18]=[C:19]4[C:23](=[CH:24][C:25]=3[F:26])[N:22]([CH3:27])[N:21]=[CH:20]4)C)=[CH:13][N:14]=2)[N:11]=1)=[CH2:5])[CH3:2].ClC1C=CC2N(C(CC3C=C4C(=CC=3F)N(C)N=C4)=CN=2)N=1, predict the reaction product. (3) Given the reactants [CH3:1][C:2]1[C:22](C)=[CH:21][CH:20]=[CH:19][C:3]=1[CH2:4][NH:5][C:6]1[C:7]2[N:8]([C:12]([CH:16](O)[CH3:17])=[C:13]([CH3:15])[N:14]=2)[CH:9]=[CH:10][CH:11]=1.[C:24]1(C)C=CC(S(O)(=O)=O)=CC=1.O, predict the reaction product. The product is: [CH3:1][C:2]1[CH:22]=[CH:21][CH:20]=[C:19]([CH3:24])[C:3]=1[CH2:4][NH:5][C:6]1[C:7]2[N:8]([C:12]([CH:16]=[CH2:17])=[C:13]([CH3:15])[N:14]=2)[CH:9]=[CH:10][CH:11]=1. (4) Given the reactants [CH2:1]([CH:8]1[C:12](=O)O[NH:10][N:9]1[CH3:14])[C:2]1[CH:7]=[CH:6][CH:5]=[CH:4][CH:3]=1.[C:15]([Sn:17]([CH2:26][CH2:27][CH2:28][CH3:29])([CH2:22][CH2:23][CH2:24][CH3:25])[CH2:18][CH2:19][CH2:20][CH3:21])#C, predict the reaction product. The product is: [CH2:1]([C:8]1[N:9]([CH3:14])[N:10]=[C:15]([Sn:17]([CH2:18][CH2:19][CH2:20][CH3:21])([CH2:26][CH2:27][CH2:28][CH3:29])[CH2:22][CH2:23][CH2:24][CH3:25])[CH:12]=1)[C:2]1[CH:7]=[CH:6][CH:5]=[CH:4][CH:3]=1. (5) Given the reactants [CH2:1]1[C:10]2[C:5](=[CH:6][CH:7]=[CH:8][CH:9]=2)[CH2:4][CH2:3][NH:2]1.C(=O)([O-])[O-].[K+].[K+].Br[CH2:18][C:19]([O:21][CH2:22][CH3:23])=[O:20], predict the reaction product. The product is: [CH2:1]1[C:10]2[C:5](=[CH:6][CH:7]=[CH:8][CH:9]=2)[CH2:4][CH2:3][N:2]1[CH2:18][C:19]([O:21][CH2:22][CH3:23])=[O:20]. (6) The product is: [N:10](=[C:4]([C:3]1[N:17]=[C:13]([CH2:14][CH3:15])[S:16][CH:2]=1)[C:5]([O:7][CH2:8][CH3:9])=[O:6])[OH:11]. Given the reactants Cl[CH2:2][C:3](=O)[C:4](=[N:10][OH:11])[C:5]([O:7][CH2:8][CH3:9])=[O:6].[C:13]([NH2:17])(=[S:16])[CH2:14][CH3:15], predict the reaction product. (7) Given the reactants [F:1][C:2]([F:16])([F:15])[C:3]([NH:5][CH2:6][CH2:7][C:8]1[CH:13]=[CH:12][C:11]([Cl:14])=[CH:10][CH:9]=1)=[O:4].[B-](F)(F)(F)F.C1C=CN=CC=1.C1C=CN=CC=1.[IH2+:34].C(S(O)(=O)=O)(F)(F)F, predict the reaction product. The product is: [F:16][C:2]([F:1])([F:15])[C:3]([NH:5][CH2:6][CH2:7][C:8]1[CH:13]=[CH:12][C:11]([Cl:14])=[CH:10][C:9]=1[I:34])=[O:4]. (8) Given the reactants Br[C:2]1[CH:3]=[CH:4][C:5]2[N:6]([CH2:15][CH2:16][CH2:17][CH2:18][CH2:19][CH2:20][CH2:21][CH3:22])[C:7]3[C:12]([C:13]=2[CH:14]=1)=[CH:11][CH:10]=[CH:9][CH:8]=3.C([Li])CCC.C(O[B:32]1[O:36][C:35]([CH3:38])([CH3:37])[C:34]([CH3:40])([CH3:39])[O:33]1)(C)C, predict the reaction product. The product is: [CH3:39][C:34]1([CH3:40])[C:35]([CH3:38])([CH3:37])[O:36][B:32]([C:2]2[CH:3]=[CH:4][C:5]3[N:6]([CH2:15][CH2:16][CH2:17][CH2:18][CH2:19][CH2:20][CH2:21][CH3:22])[C:7]4[C:12]([C:13]=3[CH:14]=2)=[CH:11][CH:10]=[CH:9][CH:8]=4)[O:33]1. (9) The product is: [C:3]([OH:12])(=[O:4])[C:2]([CH3:1])=[CH2:8].[CH2:3]([CH:5]1[CH2:6][CH2:7][O:9]1)[CH3:2]. Given the reactants [CH3:1][C:2]1[CH:8]=[C:7]([OH:9])[CH:6]=[CH:5][C:3]=1[OH:4].CC(C)=[O:12], predict the reaction product.